This data is from Full USPTO retrosynthesis dataset with 1.9M reactions from patents (1976-2016). The task is: Predict the reactants needed to synthesize the given product. (1) Given the product [Si:1]([O:8][CH2:9][C:10]([C:12]1[N:13]=[C:14]([CH3:20])[N:15]2[CH:19]=[C:18]([Sn:25]([CH2:26][CH2:27][CH2:28][CH3:29])([CH2:30][CH2:31][CH2:32][CH3:33])[CH2:21][CH2:22][CH2:23][CH3:24])[S:17][C:16]=12)=[O:11])([C:4]([CH3:7])([CH3:6])[CH3:5])([CH3:3])[CH3:2], predict the reactants needed to synthesize it. The reactants are: [Si:1]([O:8][CH2:9][C:10]([C:12]1[N:13]=[C:14]([CH3:20])[N:15]2[CH:19]=[CH:18][S:17][C:16]=12)=[O:11])([C:4]([CH3:7])([CH3:6])[CH3:5])([CH3:3])[CH3:2].[CH2:21]([Sn:25](Cl)([CH2:30][CH2:31][CH2:32][CH3:33])[CH2:26][CH2:27][CH2:28][CH3:29])[CH2:22][CH2:23][CH3:24].C[Si]([N-][Si](C)(C)C)(C)C.[Li+].C1COCC1.[Cl-].[NH4+]. (2) The reactants are: [CH3:1][C:2]1[N:3]([C:8]2[N:13]=[N:12][C:11]([C:14]3[CH:19]=[CH:18][C:17]([C:20]([C:25]4[CH:30]=[CH:29][C:28](O)=[CH:27][CH:26]=4)([CH3:24])[CH:21]([CH3:23])[CH3:22])=[CH:16][CH:15]=3)=[CH:10][CH:9]=2)[C:4]([CH3:7])=[CH:5][CH:6]=1.ClC1N=NC(C2C=CC(C(C)(C3C=[CH:53][C:52]([O:55]CC4C=CC=CN=4)=[CH:51]C=3)C(C)C)=CC=2)=CC=1.CC(C1C=CC(C2ON=C(C(OCC)=O)C=2)=CC=1)(C1C=CC(OCC2C=CC=CN=2)=CC=1)C(C)C. Given the product [CH3:7][C:4]1[N:3]([C:8]2[N:13]=[N:12][C:11]([C:14]3[CH:19]=[CH:18][C:17]([C:20]([C:25]4[CH:26]=[CH:27][C:28]([C:52]([OH:55])([CH3:53])[CH3:51])=[CH:29][CH:30]=4)([CH3:24])[CH:21]([CH3:22])[CH3:23])=[CH:16][CH:15]=3)=[CH:10][CH:9]=2)[C:2]([CH3:1])=[CH:6][CH:5]=1, predict the reactants needed to synthesize it. (3) Given the product [CH2:1]([N:3]1[CH2:8][CH2:7][CH:6]([C:9]2[C:10]([F:21])=[C:11]([S:15]([N:18]([CH3:20])[CH3:19])(=[O:17])=[O:16])[CH:12]=[CH:13][CH:14]=2)[CH2:5][CH2:4]1)[CH3:2], predict the reactants needed to synthesize it. The reactants are: [CH2:1]([N:3]1[CH2:8][CH:7]=[C:6]([C:9]2[C:10]([F:21])=[C:11]([S:15]([N:18]([CH3:20])[CH3:19])(=[O:17])=[O:16])[CH:12]=[CH:13][CH:14]=2)[CH2:5][CH2:4]1)[CH3:2].C(O)(=O)/C=C/C(O)=O. (4) Given the product [CH3:11][O:12][C:29]([C:21]1[NH:20][C:28]2[CH:27]=[CH:26][N:25]=[CH:24][C:23]=2[CH:22]=1)=[O:30], predict the reactants needed to synthesize it. The reactants are: Cl.N1C2C=CN=CC=2C=C1[CH:11]=[O:12].CC(OC([N:20]1[C:28]2[CH:27]=[CH:26][N:25]=[CH:24][C:23]=2[CH:22]=[C:21]1[CH:29]=[O:30])=O)(C)C.FC(F)(F)C(O)=O.[C-]#N.[Na+]. (5) Given the product [NH:18]1[CH:19]=[N:20][C:16]([C:12]2[CH:11]=[C:10]3[C:15](=[CH:14][CH:13]=2)[NH:7][N:8]=[C:9]3[C:40]2[CH:41]=[C:42]([NH:46][C:53]([C:52]3[CH:56]=[CH:57][C:49]([O:48][CH3:47])=[CH:50][CH:51]=3)=[O:54])[CH:43]=[CH:44][CH:45]=2)=[N:17]1, predict the reactants needed to synthesize it. The reactants are: O1CCCCC1[N:7]1[C:15]2[C:10](=[CH:11][C:12]([C:16]3[N:20]=[CH:19][N:18](C(C4C=CC=CC=4)(C4C=CC=CC=4)C4C=CC=CC=4)[N:17]=3)=[CH:13][CH:14]=2)[C:9]([C:40]2[CH:41]=[C:42]([NH2:46])[CH:43]=[CH:44][CH:45]=2)=[N:8]1.[CH3:47][O:48][C:49]1[CH:57]=[CH:56][C:52]([C:53](Cl)=[O:54])=[CH:51][CH:50]=1.O. (6) The reactants are: [CH3:1][O:2][C:3](=[O:19])[CH2:4][C@H:5]1[CH2:10][CH2:9][C@H:8]([NH:11][C:12]([O:14][C:15]([CH3:18])([CH3:17])[CH3:16])=[O:13])[CH2:7][CH2:6]1.[Li+].C[Si]([N-][Si](C)(C)C)(C)C.[CH3:30][O:31][C:32]1[N:33]=[C:34]2[C:39](=[CH:40][CH:41]=1)[N:38]=[CH:37][CH:36]=[C:35]2[CH:42]=[O:43]. Given the product [CH3:1][O:2][C:3](=[O:19])[CH:4]([C@H:5]1[CH2:6][CH2:7][C@H:8]([NH:11][C:12]([O:14][C:15]([CH3:16])([CH3:18])[CH3:17])=[O:13])[CH2:9][CH2:10]1)[CH:42]([OH:43])[C:35]1[C:34]2[C:39](=[CH:40][CH:41]=[C:32]([O:31][CH3:30])[N:33]=2)[N:38]=[CH:37][CH:36]=1, predict the reactants needed to synthesize it.